From a dataset of Peptide-MHC class II binding affinity with 134,281 pairs from IEDB. Regression. Given a peptide amino acid sequence and an MHC pseudo amino acid sequence, predict their binding affinity value. This is MHC class II binding data. (1) The peptide sequence is AQAAVVRFQEAANKQ. The MHC is HLA-DQA10501-DQB10301 with pseudo-sequence HLA-DQA10501-DQB10301. The binding affinity (normalized) is 0.260. (2) The binding affinity (normalized) is 0.696. The peptide sequence is EGHHLASAAIFGHDG. The MHC is HLA-DQA10102-DQB10602 with pseudo-sequence HLA-DQA10102-DQB10602. (3) The peptide sequence is YDKFLLNVSTVLTGK. The MHC is DRB1_0405 with pseudo-sequence DRB1_0405. The binding affinity (normalized) is 0.174. (4) The peptide sequence is IAPIMFSNKMARLGK. The MHC is DRB1_0301 with pseudo-sequence DRB1_0301. The binding affinity (normalized) is 0.637.